This data is from Forward reaction prediction with 1.9M reactions from USPTO patents (1976-2016). The task is: Predict the product of the given reaction. (1) Given the reactants [Br:1][C:2]1[CH:33]=[CH:32][C:31]([O:34][CH3:35])=[CH:30][C:3]=1[NH:4][C:5]1[C:14]2[C:9](=[CH:10][CH:11]=[CH:12][C:13]=2[O:15][CH2:16][CH:17]2[CH2:22][CH2:21][N:20](C(OC(C)(C)C)=O)[CH2:19][CH2:18]2)[N:8]=[CH:7][N:6]=1.FC(F)(F)C(O)=O, predict the reaction product. The product is: [Br:1][C:2]1[CH:33]=[CH:32][C:31]([O:34][CH3:35])=[CH:30][C:3]=1[NH:4][C:5]1[C:14]2[C:9](=[CH:10][CH:11]=[CH:12][C:13]=2[O:15][CH2:16][CH:17]2[CH2:18][CH2:19][NH:20][CH2:21][CH2:22]2)[N:8]=[CH:7][N:6]=1. (2) The product is: [NH4+:3].[OH-:24].[CH2:1]([N:3]([CH:27]1[CH2:35][CH2:34][C:30]2([CH2:31][N:32]([CH3:38])[CH2:33]2)[CH2:29][CH2:28]1)[C:4]1[C:19]2[CH2:18][CH:17]=[CH:16][CH2:15][CH2:14][C:13]3[CH:20]=[C:21]([CH3:25])[NH:22][C:23](=[O:24])[C:12]=3[CH2:11][NH:10][C:9](=[O:26])[C:8]=2[CH:7]=[CH:6][CH:5]=1)[CH3:2]. Given the reactants [CH2:1]([N:3]([CH:27]1[CH2:35][CH2:34][C:30]2([CH2:33][NH:32][CH2:31]2)[CH2:29][CH2:28]1)[C:4]1[C:19]2[CH2:18][CH:17]=[CH:16][CH2:15][CH2:14][C:13]3[CH:20]=[C:21]([CH3:25])[NH:22][C:23](=[O:24])[C:12]=3[CH2:11][NH:10][C:9](=[O:26])[C:8]=2[CH:7]=[CH:6][CH:5]=1)[CH3:2].C=O.[CH3:38]C(O)=O.[BH-](OC(C)=O)(OC(C)=O)OC(C)=O.[Na+], predict the reaction product. (3) Given the reactants [NH2:1][C:2]1[CH:3]=[N:4][C:5]([Cl:8])=[CH:6][CH:7]=1.[H-].[Na+].I[CH3:12], predict the reaction product. The product is: [Cl:8][C:5]1[N:4]=[CH:3][C:2]([NH:1][CH3:12])=[CH:7][CH:6]=1. (4) Given the reactants [CH:1]([N:4]1[C:13]2[C:8](=[CH:9][CH:10]=[C:11]([CH3:14])[CH:12]=2)[CH2:7][CH2:6][CH2:5]1)([CH3:3])[CH3:2].[Br-:15].[Br-].[Br-].C([N+](CCCC)(CCCC)CCCC)CCC.C([N+](CCCC)(CCCC)CCCC)CCC.C([N+](CCCC)(CCCC)CCCC)CCC, predict the reaction product. The product is: [Br:15][C:10]1[CH:9]=[C:8]2[C:13](=[CH:12][C:11]=1[CH3:14])[N:4]([CH:1]([CH3:3])[CH3:2])[CH2:5][CH2:6][CH2:7]2. (5) Given the reactants [CH3:1][O:2][C:3](=[O:18])[CH2:4][NH:5][CH2:6][C:7]1[CH:12]=[CH:11][C:10]([N:13]2[N:17]=[CH:16][CH:15]=[N:14]2)=[CH:9][CH:8]=1.CCN(CC)CC.[CH:26]1([CH2:29][O:30][C:31]2[CH:36]=[CH:35][C:34]([S:37](Cl)(=[O:39])=[O:38])=[CH:33][CH:32]=2)[CH2:28][CH2:27]1, predict the reaction product. The product is: [CH3:1][O:2][C:3](=[O:18])[CH2:4][N:5]([S:37]([C:34]1[CH:33]=[CH:32][C:31]([O:30][CH2:29][CH:26]2[CH2:27][CH2:28]2)=[CH:36][CH:35]=1)(=[O:39])=[O:38])[CH2:6][C:7]1[CH:8]=[CH:9][C:10]([N:13]2[N:14]=[CH:15][CH:16]=[N:17]2)=[CH:11][CH:12]=1. (6) Given the reactants [CH:1]([O:4][C:5]1[C:6]([N+:22]([O-:24])=[O:23])=[CH:7][C:8]([CH3:21])=[C:9]([C:11]2[CH2:20][CH2:19][C:14]3(OCC[O:15]3)[CH2:13][CH:12]=2)[CH:10]=1)([CH3:3])[CH3:2].CCCCCC.CCOC(C)=O, predict the reaction product. The product is: [CH:1]([O:4][C:5]1[C:6]([N+:22]([O-:24])=[O:23])=[CH:7][C:8]([CH3:21])=[C:9]([C:11]2[CH2:20][CH2:19][C:14](=[O:15])[CH2:13][CH:12]=2)[CH:10]=1)([CH3:3])[CH3:2]. (7) Given the reactants [CH:1]1([C:7]2[C:8]([C:24]([O:26]CC)=[O:25])=[C:9]([NH:12][C:13]([NH:15][C:16]3[CH:21]=[CH:20][C:19]([F:22])=[C:18]([F:23])[CH:17]=3)=[O:14])[S:10][CH:11]=2)[CH2:6][CH2:5][CH2:4][CH2:3][CH2:2]1.[OH-].[Na+], predict the reaction product. The product is: [CH:1]1([C:7]2[C:8]([C:24]([OH:26])=[O:25])=[C:9]([NH:12][C:13]([NH:15][C:16]3[CH:21]=[CH:20][C:19]([F:22])=[C:18]([F:23])[CH:17]=3)=[O:14])[S:10][CH:11]=2)[CH2:2][CH2:3][CH2:4][CH2:5][CH2:6]1. (8) Given the reactants [Br:1][C:2]1[CH:11]=[CH:10][C:5]([C:6]([O:8][CH3:9])=[O:7])=[CH:4][C:3]=1[OH:12].C(=O)([O-])[O-].[K+].[K+].[CH3:19][O:20][C:21](=[O:26])[NH:22][CH2:23][CH2:24]Br.O, predict the reaction product. The product is: [Br:1][C:2]1[CH:11]=[CH:10][C:5]([C:6]([O:8][CH3:9])=[O:7])=[CH:4][C:3]=1[O:12][CH2:24][CH2:23][NH:22][C:21]([O:20][CH3:19])=[O:26]. (9) Given the reactants Br[C:2]1[CH:10]=[C:9]([C:11]([F:14])([F:13])[F:12])[CH:8]=[C:7]2[C:3]=1[CH:4]=[N:5][NH:6]2.[CH3:15][O:16][C:17]1[N:22]=[C:21]([CH3:23])[C:20](B(O)O)=[CH:19][CH:18]=1.[C:27]([O-:30])(O)=[O:28].[Na+], predict the reaction product. The product is: [C:27]([OH:30])([C:11]([F:14])([F:13])[F:12])=[O:28].[CH3:15][O:16][C:17]1[N:22]=[C:21]([CH3:23])[C:20]([C:2]2[CH:10]=[C:9]([C:11]([F:14])([F:13])[F:12])[CH:8]=[C:7]3[C:3]=2[CH:4]=[N:5][NH:6]3)=[CH:19][CH:18]=1.